This data is from Full USPTO retrosynthesis dataset with 1.9M reactions from patents (1976-2016). The task is: Predict the reactants needed to synthesize the given product. (1) Given the product [CH2:27]([O:29][C:30](=[O:53])[CH2:31][C:32]1[N:33]=[C:34]([NH:37][C:38]([NH:9][C:8]2[CH:10]=[CH:11][C:12]([CH3:14])=[CH:13][C:7]=2[O:6][CH:1]2[CH2:5][CH2:4][CH2:3][CH2:2]2)=[O:39])[S:35][CH:36]=1)[CH3:28].[CH:49]1([O:48][C:42]2[CH:43]=[C:44]([CH3:47])[CH:45]=[CH:46][C:41]=2[NH:40][C:38](=[O:39])[NH:37][C:34]2[S:35][CH:36]=[C:32]([CH2:31][C:30]([OH:29])=[O:53])[N:33]=2)[CH2:15][CH2:51][CH2:52][CH2:50]1, predict the reactants needed to synthesize it. The reactants are: [CH:1]1([O:6][C:7]2[CH:13]=[C:12]([CH3:14])[CH:11]=[CH:10][C:8]=2[NH2:9])[CH2:5][CH2:4][CH2:3][CH2:2]1.[CH2:15](OC(=O)CC1N=C(N)SC=1)C.[CH2:27]([O:29][C:30](=[O:53])[CH2:31][C:32]1[N:33]=[C:34]([NH:37][C:38]([NH:40][C:41]2[CH:46]=[CH:45][C:44]([CH3:47])=[CH:43][C:42]=2[O:48][CH2:49][CH:50]2[CH2:52][CH2:51]2)=[O:39])[S:35][CH:36]=1)[CH3:28]. (2) Given the product [CH2:1]([O:3][C:4]([CH:6]1[CH2:13][CH:12]2[N:14]([S:15]([C:18]3[CH:23]=[CH:22][C:21]([Cl:24])=[CH:20][CH:19]=3)(=[O:17])=[O:16])[CH:8]([CH2:9][C:10]3[NH:33][N:34]=[CH:25][C:11]=32)[CH2:7]1)=[O:5])[CH3:2], predict the reactants needed to synthesize it. The reactants are: [CH2:1]([O:3][C:4]([CH:6]1[CH2:13][CH:12]2[N:14]([S:15]([C:18]3[CH:23]=[CH:22][C:21]([Cl:24])=[CH:20][CH:19]=3)(=[O:17])=[O:16])[CH:8]([CH2:9][C:10](=O)[C:11]2=[CH:25]O)[CH2:7]1)=[O:5])[CH3:2].C(O)(=O)C.O.[NH2:33][NH2:34].C([O-])(O)=O.[Na+].